This data is from Peptide-MHC class I binding affinity with 185,985 pairs from IEDB/IMGT. The task is: Regression. Given a peptide amino acid sequence and an MHC pseudo amino acid sequence, predict their binding affinity value. This is MHC class I binding data. (1) The peptide sequence is GPASLPTAL. The MHC is HLA-B51:01 with pseudo-sequence HLA-B51:01. The binding affinity (normalized) is 0.0847. (2) The peptide sequence is VLRTELTY. The MHC is Mamu-B17 with pseudo-sequence Mamu-B17. The binding affinity (normalized) is 0. (3) The MHC is HLA-A01:01 with pseudo-sequence HLA-A01:01. The peptide sequence is LFLIVAALVF. The binding affinity (normalized) is 0.325.